From a dataset of Reaction yield outcomes from USPTO patents with 853,638 reactions. Predict the reaction yield, written as a fraction of the theoretical maximum amount of product (1.0 means a 100% yield; for example, 0.34 means a 34% yield). (1) The reactants are [C:1]([O:5][C:6]([NH:8][C@H:9]([C:22]([O:24][CH:25]1[CH2:29][CH2:28][CH2:27][CH2:26]1)=[O:23])[CH2:10][CH2:11][C:12]([O:14][CH2:15][C:16]1[CH:21]=[CH:20][CH:19]=[CH:18][CH:17]=1)=[O:13])=[O:7])([CH3:4])([CH3:3])[CH3:2].[C:30](O[C:30]([O:32][C:33]([CH3:36])([CH3:35])[CH3:34])=[O:31])([O:32][C:33]([CH3:36])([CH3:35])[CH3:34])=[O:31]. The catalyst is C(#N)C.CN(C1C=CN=CC=1)C. The product is [C:1]([O:5][C:6]([N:8]([C:30]([O:32][C:33]([CH3:36])([CH3:35])[CH3:34])=[O:31])[C@H:9]([C:22]([O:24][CH:25]1[CH2:26][CH2:27][CH2:28][CH2:29]1)=[O:23])[CH2:10][CH2:11][C:12]([O:14][CH2:15][C:16]1[CH:21]=[CH:20][CH:19]=[CH:18][CH:17]=1)=[O:13])=[O:7])([CH3:4])([CH3:2])[CH3:3]. The yield is 0.960. (2) The reactants are [NH:1]1[C:5]2=[N:6][CH:7]=[CH:8][CH:9]=[C:4]2[C:3]([C:10]([O:12][CH3:13])=[O:11])=[N:2]1.[Br:14][C:15]1[CH:16]=[C:17](B(O)O)[CH:18]=[C:19]([O:21][CH3:22])[CH:20]=1. No catalyst specified. The product is [Br:14][C:15]1[CH:16]=[C:17]([N:1]2[C:5]3=[N:6][CH:7]=[CH:8][CH:9]=[C:4]3[C:3]([C:10]([O:12][CH3:13])=[O:11])=[N:2]2)[CH:18]=[C:19]([O:21][CH3:22])[CH:20]=1. The yield is 0.750. (3) The reactants are [CH:1]([S:4]([C:7]1[CH:12]=[CH:11][C:10](B2OC(C)(C)C(C)(C)O2)=[C:9]([O:22][CH3:23])[CH:8]=1)(=[O:6])=[O:5])([CH3:3])[CH3:2].[Br:24][C:25]1[CH:26]=[CH:27][C:28]([F:32])=[C:29](I)[CH:30]=1.C(=O)([O-])[O-].[Na+].[Na+]. The catalyst is O1CCOCC1.O.C1C=CC([P]([Pd]([P](C2C=CC=CC=2)(C2C=CC=CC=2)C2C=CC=CC=2)([P](C2C=CC=CC=2)(C2C=CC=CC=2)C2C=CC=CC=2)[P](C2C=CC=CC=2)(C2C=CC=CC=2)C2C=CC=CC=2)(C2C=CC=CC=2)C2C=CC=CC=2)=CC=1. The product is [Br:24][C:25]1[CH:30]=[CH:29][C:28]([F:32])=[C:27]([C:10]2[CH:11]=[CH:12][C:7]([S:4]([CH:1]([CH3:2])[CH3:3])(=[O:5])=[O:6])=[CH:8][C:9]=2[O:22][CH3:23])[CH:26]=1. The yield is 0.690. (4) The reactants are [N+:1]([C:4]1[C:5]([NH:10][CH2:11][N:12]2[CH2:16][CH:15]([CH2:17][CH2:18][CH3:19])[CH2:14][C:13]2=[O:20])=[N:6][CH:7]=[CH:8][CH:9]=1)([O-])=O. The catalyst is [Pd].O.CO. The product is [NH2:1][C:4]1[C:5]([NH:10][CH2:11][N:12]2[CH2:16][CH:15]([CH2:17][CH2:18][CH3:19])[CH2:14][C:13]2=[O:20])=[N:6][CH:7]=[CH:8][CH:9]=1. The yield is 1.00. (5) The reactants are [CH3:1][O:2][C:3]1[CH:26]=[CH:25][C:6]([CH2:7][N:8]2[CH:12]=[C:11]([C:13]3[N:14]=[C:15]([NH:18][C:19]4[N:24]=[CH:23][CH:22]=[CH:21][N:20]=4)[S:16][CH:17]=3)[CH:10]=[N:9]2)=[CH:5][CH:4]=1.[Cl:27]N1C(=O)CCC1=O. The catalyst is CN(C=O)C. The product is [Cl:27][C:17]1[S:16][C:15]([NH:18][C:19]2[N:20]=[CH:21][CH:22]=[CH:23][N:24]=2)=[N:14][C:13]=1[C:11]1[CH:10]=[N:9][N:8]([CH2:7][C:6]2[CH:5]=[CH:4][C:3]([O:2][CH3:1])=[CH:26][CH:25]=2)[CH:12]=1. The yield is 0.380. (6) The reactants are [OH:1][C:2]1[CH:3]=[C:4]([C:10](=O)[CH3:11])[CH:5]=[CH:6][C:7]=1[O:8][CH3:9].Cl.[C:14]([C:16]1[CH:24]=[CH:23][C:19]([CH2:20][O:21][NH2:22])=[CH:18][CH:17]=1)#[N:15]. No catalyst specified. The product is [C:14]([C:16]1[CH:24]=[CH:23][C:19]([CH2:20][O:21]/[N:22]=[C:10](/[C:4]2[CH:5]=[CH:6][C:7]([O:8][CH3:9])=[C:2]([OH:1])[CH:3]=2)\[CH3:11])=[CH:18][CH:17]=1)#[N:15]. The yield is 0.510. (7) The reactants are [Si]([O:8][CH2:9][C@@H:10]1[CH2:14][C:13]([CH3:15])=[CH:12][N:11]1[C:16]([C:18]1[CH:23]=[C:22]([O:24][CH3:25])[C:21]([O:26][Si:27]([CH:34]([CH3:36])[CH3:35])([CH:31]([CH3:33])[CH3:32])[CH:28]([CH3:30])[CH3:29])=[CH:20][C:19]=1[NH:37][C:38](=[O:44])[O:39][C:40]([CH3:43])([CH3:42])[CH3:41])=[O:17])(C(C)(C)C)(C)C. The catalyst is C(O)(=O)C.CO.O1CCCC1.O. The product is [OH:8][CH2:9][C@@H:10]1[CH2:14][C:13]([CH3:15])=[CH:12][N:11]1[C:16]([C:18]1[CH:23]=[C:22]([O:24][CH3:25])[C:21]([O:26][Si:27]([CH:31]([CH3:32])[CH3:33])([CH:34]([CH3:35])[CH3:36])[CH:28]([CH3:29])[CH3:30])=[CH:20][C:19]=1[NH:37][C:38](=[O:44])[O:39][C:40]([CH3:43])([CH3:42])[CH3:41])=[O:17]. The yield is 0.970. (8) The reactants are [Br:1][C:2]1[CH:3]=[C:4]([C:9]2[CH:14]=[CH:13][CH:12]=[CH:11][N:10]=2)[N+:5]([O-])=[CH:6][CH:7]=1.P(Cl)(Cl)Cl. The catalyst is C(Cl)(Cl)Cl. The product is [Br:1][C:2]1[CH:7]=[CH:6][N:5]=[C:4]([C:9]2[CH:14]=[CH:13][CH:12]=[CH:11][N:10]=2)[CH:3]=1. The yield is 0.850. (9) The reactants are [Cl:1][C:2]1[CH:3]=[C:4]2[C:9](=[CH:10][CH:11]=1)[CH:8]=[C:7]([S:12]([CH2:15][CH2:16][C:17]([N:19]1[CH2:24][CH2:23][CH:22]([C:25]3[N:26]=[CH:27][N:28](C(C4C=CC=CC=4)(C4C=CC=CC=4)C4C=CC=CC=4)[CH:29]=3)[CH2:21][CH2:20]1)=[O:18])(=[O:14])=[O:13])[CH:6]=[CH:5]2.[CH3:49]I. The catalyst is CN(C=O)C. The product is [Cl:1][C:2]1[CH:3]=[C:4]2[C:9](=[CH:10][CH:11]=1)[CH:8]=[C:7]([S:12]([CH2:15][CH2:16][C:17]([N:19]1[CH2:20][CH2:21][CH:22]([C:25]3[N:26]([CH3:49])[CH:27]=[N:28][CH:29]=3)[CH2:23][CH2:24]1)=[O:18])(=[O:14])=[O:13])[CH:6]=[CH:5]2. The yield is 0.760. (10) The reactants are S([O-])([O-])(=O)=O.[Na+].[Na+].[NH2:8][CH2:9][C:10]([O:12][CH2:13][CH3:14])=[O:11].O=[C:16]([CH3:24])[CH2:17][CH:18]1[CH2:22][CH2:21][CH2:20][C:19]1=O. The catalyst is ClCCl. The product is [CH3:24][C:16]1[N:8]([CH2:9][C:10]([O:12][CH2:13][CH3:14])=[O:11])[C:19]2[CH2:20][CH2:21][CH2:22][C:18]=2[CH:17]=1. The yield is 0.263.